Dataset: HIV replication inhibition screening data with 41,000+ compounds from the AIDS Antiviral Screen. Task: Binary Classification. Given a drug SMILES string, predict its activity (active/inactive) in a high-throughput screening assay against a specified biological target. (1) The compound is Cn1c2ccccc2c2nnc(NN=Cc3cccnc3)nc21. The result is 0 (inactive). (2) The drug is CCOC(=O)C1CCC2c3[nH]c4ccccc4c3CCN2C1=O. The result is 0 (inactive). (3) The molecule is Cc1cccc(C(C)(C)C)c1NC(=O)C(=O)C(C(=O)C=Cc1ccccc1)C1OC(=O)c2ccccc21. The result is 0 (inactive). (4) The compound is CCN(CC)CC(=O)Nc1cccc(Cl)c1. The result is 0 (inactive).